This data is from TCR-epitope binding with 47,182 pairs between 192 epitopes and 23,139 TCRs. The task is: Binary Classification. Given a T-cell receptor sequence (or CDR3 region) and an epitope sequence, predict whether binding occurs between them. The epitope is LPPAYTNSF. Result: 0 (the TCR does not bind to the epitope). The TCR CDR3 sequence is CAISVEGTSSIYGYTF.